From a dataset of Forward reaction prediction with 1.9M reactions from USPTO patents (1976-2016). Predict the product of the given reaction. (1) The product is: [CH3:20][O:21][C:22](=[O:33])[CH2:18][C:7]1[CH:6]=[CH:11][CH:10]=[C:9]([O:12][CH2:13][CH2:14][C:15](=[S:17])[NH2:16])[CH:8]=1. Given the reactants COC(=O)CO[C:6]1[CH:11]=[CH:10][C:9]([O:12][CH2:13][CH2:14][C:15](=[S:17])[NH2:16])=[CH:8][C:7]=1[CH3:18].[CH3:20][O:21][C:22](=[O:33])COC1C=CC(O)=CC=1C, predict the reaction product. (2) Given the reactants [CH3:1][C:2]1[O:6][N:5]=[C:4]([C:7]2[CH:12]=[CH:11][CH:10]=[CH:9][CH:8]=2)[C:3]=1[C:13]1[N:14]=[CH:15][N:16]([C:18]2[CH:26]=[CH:25][C:21]([C:22]([OH:24])=O)=[CH:20][CH:19]=2)[CH:17]=1.[CH:27]1([CH2:30][NH2:31])C[CH2:28]1, predict the reaction product. The product is: [CH3:1][C:2]1[O:6][N:5]=[C:4]([C:7]2[CH:8]=[CH:9][CH:10]=[CH:11][CH:12]=2)[C:3]=1[C:13]1[N:14]=[CH:15][N:16]([C:18]2[CH:26]=[CH:25][C:21]([C:22]([NH:31][CH2:30][C:27]#[CH:28])=[O:24])=[CH:20][CH:19]=2)[CH:17]=1. (3) Given the reactants [F:1][C:2]([F:45])([F:44])[C:3]1[CH:4]=[C:5]([CH2:13][N:14]([C:38]2[N:39]=[N:40][N:41]([CH3:43])[N:42]=2)[C@@H:15]2[C:21]3[CH:22]=[C:23]([CH3:27])[CH:24]=[C:25]([CH3:26])[C:20]=3[N:19]([CH2:28][C@H:29]3[CH2:34][CH2:33][C@H:32]([C:35]([OH:37])=[O:36])[CH2:31][CH2:30]3)[CH2:18][CH2:17][CH2:16]2)[CH:6]=[C:7]([C:9]([F:12])([F:11])[F:10])[CH:8]=1, predict the reaction product. The product is: [OH2:36].[F:12][C:9]([F:10])([F:11])[C:7]1[CH:6]=[C:5]([CH2:13][N:14]([C:38]2[N:39]=[N:40][N:41]([CH3:43])[N:42]=2)[C@@H:15]2[C:21]3[CH:22]=[C:23]([CH3:27])[CH:24]=[C:25]([CH3:26])[C:20]=3[N:19]([CH2:28][C@H:29]3[CH2:34][CH2:33][C@H:32]([C:35]([OH:37])=[O:36])[CH2:31][CH2:30]3)[CH2:18][CH2:17][CH2:16]2)[CH:4]=[C:3]([C:2]([F:1])([F:45])[F:44])[CH:8]=1. (4) Given the reactants [O:1]1[C:3]2([CH2:8][CH2:7][CH:6]([C:9]([O:11][CH2:12][CH3:13])=[O:10])[CH2:5][CH2:4]2)[CH2:2]1.[NH2:14][C:15]1[CH:20]=[CH:19][CH:18]=[CH:17][CH:16]=1.[NH4+].[Cl-], predict the reaction product. The product is: [OH:1][C:3]1([CH2:2][NH:14][C:15]2[CH:20]=[CH:19][CH:18]=[CH:17][CH:16]=2)[CH2:8][CH2:7][CH:6]([C:9]([O:11][CH2:12][CH3:13])=[O:10])[CH2:5][CH2:4]1. (5) Given the reactants [Cl:1][C:2]1[CH:3]=[CH:4][C:5]([O:18][CH2:19][C:20]2[CH:25]=[CH:24][C:23]([O:26][CH3:27])=[CH:22][CH:21]=2)=[C:6]([CH:17]=1)[CH2:7][N:8]1[C:12]([CH3:13])=[CH:11][C:10]([C:14](F)=[O:15])=[N:9]1.C([O-])([O-])=O.[K+].[K+].[C:34]1([S:40]([NH2:43])(=[O:42])=[O:41])[CH:39]=[CH:38][CH:37]=[CH:36][CH:35]=1, predict the reaction product. The product is: [Cl:1][C:2]1[CH:3]=[CH:4][C:5]([O:18][CH2:19][C:20]2[CH:25]=[CH:24][C:23]([O:26][CH3:27])=[CH:22][CH:21]=2)=[C:6]([CH:17]=1)[CH2:7][N:8]1[C:12]([CH3:13])=[CH:11][C:10]([C:14]([NH:43][S:40]([C:34]2[CH:39]=[CH:38][CH:37]=[CH:36][CH:35]=2)(=[O:42])=[O:41])=[O:15])=[N:9]1. (6) Given the reactants [CH3:1][C:2]([CH3:21])([CH3:20])[C:3]([NH:5][C:6]1[NH:7][C:8](=O)[C:9]2[C:17]3[C:12](=[CH:13][CH:14]=[CH:15][CH:16]=3)[NH:11][C:10]=2[N:18]=1)=[O:4].P(Cl)(Cl)([Cl:24])=O, predict the reaction product. The product is: [Cl:24][C:8]1[C:9]2[C:17]3[C:12](=[CH:13][CH:14]=[CH:15][CH:16]=3)[NH:11][C:10]=2[N:18]=[C:6]([NH:5][C:3](=[O:4])[C:2]([CH3:21])([CH3:20])[CH3:1])[N:7]=1. (7) Given the reactants [O:1]1[CH2:6][CH2:5][N:4]([C:7]2[CH:12]=[CH:11][C:10]([C:13](=[O:15])[CH3:14])=[CH:9][CH:8]=2)[CH2:3][CH2:2]1.[Br:16]Br, predict the reaction product. The product is: [Br:16][CH2:14][C:13]([C:10]1[CH:9]=[CH:8][C:7]([N:4]2[CH2:3][CH2:2][O:1][CH2:6][CH2:5]2)=[CH:12][CH:11]=1)=[O:15]. (8) Given the reactants CC[N:3]([CH:7]([CH3:9])C)[CH:4]([CH3:6])C.Cl.[F:11][C:12]1[CH:17]=[CH:16][C:15]([NH:18][C:19]2[CH:24]=[CH:23][N:22]=[C:21]([NH:25][C:26]3[CH:31]=[CH:30][C:29]([S:32](Cl)(=[O:34])=[O:33])=[CH:28][CH:27]=3)[N:20]=2)=[CH:14][C:13]=1[CH3:36].Cl.Cl.[N:39]1[CH:44]=[CH:43][CH:42]=[C:41]([O:45]N2CCCCC2)[CH:40]=1.[CH2:52](Cl)Cl, predict the reaction product. The product is: [F:11][C:12]1[CH:17]=[CH:16][C:15]([NH:18][C:19]2[CH:24]=[CH:23][N:22]=[C:21]([NH:25][C:26]3[CH:31]=[CH:30][C:29]([S:32]([N:39]4[CH2:44][CH2:43][CH2:42][CH:41]([O:45][C:9]5[CH:7]=[N:3][CH:4]=[CH:6][CH:52]=5)[CH2:40]4)(=[O:34])=[O:33])=[CH:28][CH:27]=3)[N:20]=2)=[CH:14][C:13]=1[CH3:36]. (9) Given the reactants [CH:1]1([CH2:4][N:5]2[CH2:10][CH2:9][N:8]([C:11]3[CH:16]=[CH:15][CH:14]=[CH:13][C:12]=3[CH:17]3[CH2:22][C:21]([CH3:24])([CH3:23])[CH2:20][C:19]([CH3:26])([CH3:25])[CH2:18]3)[CH2:7][CH2:6]2)[CH2:3][CH2:2]1.C(O)C.[S:30](=[O:34])(=[O:33])([OH:32])[OH:31], predict the reaction product. The product is: [S:30]([OH:34])([OH:33])(=[O:32])=[O:31].[CH:1]1([CH2:4][N:5]2[CH2:6][CH2:7][N:8]([C:11]3[CH:16]=[CH:15][CH:14]=[CH:13][C:12]=3[CH:17]3[CH2:18][C:19]([CH3:26])([CH3:25])[CH2:20][C:21]([CH3:24])([CH3:23])[CH2:22]3)[CH2:9][CH2:10]2)[CH2:3][CH2:2]1.